This data is from HIV replication inhibition screening data with 41,000+ compounds from the AIDS Antiviral Screen. The task is: Binary Classification. Given a drug SMILES string, predict its activity (active/inactive) in a high-throughput screening assay against a specified biological target. The compound is O=[N+]([O-])c1cc(-c2nc(=S)[nH][nH]2)ccc1O. The result is 0 (inactive).